From a dataset of Forward reaction prediction with 1.9M reactions from USPTO patents (1976-2016). Predict the product of the given reaction. (1) Given the reactants [F:1][C:2]([F:41])([F:40])[C:3]1[CH:4]=[C:5]([CH:33]=[C:34]([C:36]([F:39])([F:38])[F:37])[CH:35]=1)[CH2:6][N:7]([CH2:14][C:15]1[C:16]([C:25]([CH:27]2[CH2:32][CH2:31][CH2:30][CH2:29][CH2:28]2)=O)=[N:17][CH:18]=[C:19]([C:21]([F:24])([F:23])[F:22])[CH:20]=1)[C:8]1[N:9]=[N:10][N:11]([CH3:13])[N:12]=1.Cl.[OH:43][NH2:44].[OH-].[Na+].Cl, predict the reaction product. The product is: [F:1][C:2]([F:41])([F:40])[C:3]1[CH:4]=[C:5]([CH:33]=[C:34]([C:36]([F:39])([F:38])[F:37])[CH:35]=1)[CH2:6][N:7]([CH2:14][C:15]1[C:16]([C:25]([CH:27]2[CH2:32][CH2:31][CH2:30][CH2:29][CH2:28]2)=[N:44][OH:43])=[N:17][CH:18]=[C:19]([C:21]([F:24])([F:23])[F:22])[CH:20]=1)[C:8]1[N:9]=[N:10][N:11]([CH3:13])[N:12]=1. (2) Given the reactants Br[C:2]1[CH:18]=[CH:17][CH:16]=[CH:15][C:3]=1[CH2:4][N:5]([C:7]1[CH:12]=[CH:11][C:10]([O:13][CH3:14])=[CH:9][CH:8]=1)[NH2:6].CC(C)([O-])C.[Na+], predict the reaction product. The product is: [CH3:14][O:13][C:10]1[CH:11]=[CH:12][C:7]([N:5]2[CH:4]=[C:3]3[C:15]([CH:16]=[CH:17][CH:18]=[CH:2]3)=[N:6]2)=[CH:8][CH:9]=1. (3) Given the reactants Br[C:2]1[NH:3][C:4]2[C:9]([C:10]=1[CH2:11][C:12]([O:14][CH2:15][CH3:16])=[O:13])=[C:8]([N+:17]([O-:19])=[O:18])[CH:7]=[CH:6][CH:5]=2.[CH3:20][C:21]1[CH:26]=[CH:25][CH:24]=[CH:23][C:22]=1B(O)O.C([O-])([O-])=O.[Na+].[Na+], predict the reaction product. The product is: [CH3:20][C:21]1[CH:26]=[CH:25][CH:24]=[CH:23][C:22]=1[C:2]1[NH:3][C:4]2[C:9]([C:10]=1[CH2:11][C:12]([O:14][CH2:15][CH3:16])=[O:13])=[C:8]([N+:17]([O-:19])=[O:18])[CH:7]=[CH:6][CH:5]=2. (4) Given the reactants [F:1][C:2]1([F:24])[CH2:7][CH2:6][CH:5]([CH2:8][NH:9][C:10]([C:12]2[C:13]3[CH:14]=[CH:15][C:16](Cl)=[N:17][C:18]=3[CH:19]=[CH:20][C:21]=2[Cl:22])=[O:11])[CH2:4][CH2:3]1.[NH:25]1[CH2:29][CH2:28][CH:27]([OH:30])[CH2:26]1, predict the reaction product. The product is: [F:1][C:2]1([F:24])[CH2:7][CH2:6][CH:5]([CH2:8][NH:9][C:10]([C:12]2[C:13]3[CH:14]=[CH:15][C:16]([N:25]4[CH2:29][CH2:28][CH:27]([OH:30])[CH2:26]4)=[N:17][C:18]=3[CH:19]=[CH:20][C:21]=2[Cl:22])=[O:11])[CH2:4][CH2:3]1. (5) Given the reactants [S:1]1[C:5]2[CH:6]=[CH:7][CH:8]=[CH:9][C:4]=2[N:3]=[C:2]1[C:10]([O:12]CC)=O.[NH2:15][NH2:16], predict the reaction product. The product is: [S:1]1[C:5]2[CH:6]=[CH:7][CH:8]=[CH:9][C:4]=2[N:3]=[C:2]1[C:10]([NH:15][NH2:16])=[O:12]. (6) Given the reactants [NH2:1][S:2]([C:5]1[CH:6]=[C:7]([C:11]2[CH:20]=[C:19]3[C:14]([N:15]=[CH:16][C:17]([N:21]4[CH2:26][CH2:25][N:24](C(OC(C)(C)C)=O)[CH2:23][CH2:22]4)=[N:18]3)=[CH:13][CH:12]=2)[CH:8]=[N:9][CH:10]=1)(=[O:4])=[O:3].FC(F)(F)C(O)=O, predict the reaction product. The product is: [N:21]1([C:17]2[CH:16]=[N:15][C:14]3[C:19]([N:18]=2)=[CH:20][C:11]([C:7]2[CH:6]=[C:5]([S:2]([NH2:1])(=[O:4])=[O:3])[CH:10]=[N:9][CH:8]=2)=[CH:12][CH:13]=3)[CH2:26][CH2:25][NH:24][CH2:23][CH2:22]1.